From a dataset of Forward reaction prediction with 1.9M reactions from USPTO patents (1976-2016). Predict the product of the given reaction. (1) The product is: [Cl:14][C:15]1[CH:45]=[C:44]([C:46]([F:49])([F:48])[F:47])[CH:43]=[CH:42][C:16]=1[O:17][C:18]1[CH:23]=[CH:22][C:21]([N:24]2[C:25](=[O:40])[N:26]([C:30](=[O:39])[C:31]3[C:36]([F:37])=[CH:35][CH:34]=[CH:33][C:32]=3[F:38])[CH2:27][N:28]([C:1](=[O:5])[C:2]([N:9]([CH3:10])[CH3:7])=[O:3])[CH2:29]2)=[C:20]([F:41])[CH:19]=1. Given the reactants [C:1](Cl)(=[O:5])[C:2](Cl)=[O:3].[CH2:7]([N:9](CC)[CH2:10]C)C.[Cl:14][C:15]1[CH:45]=[C:44]([C:46]([F:49])([F:48])[F:47])[CH:43]=[CH:42][C:16]=1[O:17][C:18]1[CH:23]=[CH:22][C:21]([N:24]2[CH2:29][NH:28][CH2:27][N:26]([C:30](=[O:39])[C:31]3[C:36]([F:37])=[CH:35][CH:34]=[CH:33][C:32]=3[F:38])[C:25]2=[O:40])=[C:20]([F:41])[CH:19]=1.Cl.CNC, predict the reaction product. (2) Given the reactants [CH3:1][O:2][C:3]1[CH:4]=[C:5]2[CH2:14][CH:13]([CH2:15][CH:16]3[CH2:21][CH2:20][N:19]([CH2:22][C:23]4[CH:24]=[CH:25][CH:26]=[CH:27][CH:28]=4)[CH2:18][CH2:17]3)[C:11](=[O:12])[C:6]2=[CH:7][C:8]=1[O:9][CH3:10].[CH3:29][S:30]([OH:33])(=[O:32])=[O:31], predict the reaction product. The product is: [CH3:1][O:2][C:3]1[CH:4]=[C:5]2[CH2:14][CH:13]([CH2:15][CH:16]3[CH2:17][CH2:18][N:19]([CH2:22][C:23]4[CH:28]=[CH:27][CH:26]=[CH:25][CH:24]=4)[CH2:20][CH2:21]3)[C:11](=[O:12])[C:6]2=[CH:7][C:8]=1[O:9][CH3:10].[S:30]([O-:33])(=[O:32])(=[O:31])[CH3:29]. (3) The product is: [C:1]([N:5]([CH3:29])[C:6]([C:8]1[C:9]2[CH2:25][O:24][C:23]3[CH:22]=[C:21]([O:26][CH3:27])[C:20]([C:30]#[N:31])=[CH:19][C:18]=3[C:10]=2[N:11]([C:13]2[CH:17]=[CH:16][S:15][CH:14]=2)[N:12]=1)=[O:7])([CH3:4])([CH3:3])[CH3:2]. Given the reactants [C:1]([N:5]([CH3:29])[C:6]([C:8]1[C:9]2[CH2:25][O:24][C:23]3[CH:22]=[C:21]([O:26][CH3:27])[C:20](Br)=[CH:19][C:18]=3[C:10]=2[N:11]([C:13]2[CH:17]=[CH:16][S:15][CH:14]=2)[N:12]=1)=[O:7])([CH3:4])([CH3:3])[CH3:2].[C:30]([Cu])#[N:31], predict the reaction product. (4) Given the reactants [C:1]([C:3]1[C:11]2[C:6](=[CH:7][C:8]([C:12]([O:14]C)=[O:13])=[CH:9][CH:10]=2)[NH:5][N:4]=1)#[N:2].[OH-].[Li+], predict the reaction product. The product is: [C:1]([C:3]1[C:11]2[C:6](=[CH:7][C:8]([C:12]([OH:14])=[O:13])=[CH:9][CH:10]=2)[NH:5][N:4]=1)#[N:2]. (5) Given the reactants [NH:1]1[CH2:6][CH2:5][NH:4][CH2:3][C:2]1=[O:7].[F:8][C:9]1[CH:14]=[CH:13][C:12]([CH2:15][CH2:16]Cl)=[CH:11][CH:10]=1.CCN(C(C)C)C(C)C, predict the reaction product. The product is: [F:8][C:9]1[CH:14]=[CH:13][C:12]([CH2:15][CH2:16][N:4]2[CH2:5][CH2:6][NH:1][C:2](=[O:7])[CH2:3]2)=[CH:11][CH:10]=1. (6) Given the reactants [OH:1][C:2]1[C:7]([O:8][CH3:9])=[CH:6][C:5]([CH3:10])=[CH:4][C:3]=1[C:11]1[C:20]2[C:15](=[CH:16][CH:17]=[CH:18][CH:19]=2)[CH:14]=[CH:13][C:12]=1[OH:21].C(N(CC)CC)C.Cl[P:30](Cl)[O:31][CH:32]1[CH:37]([CH:38]([CH3:40])[CH3:39])[CH2:36][CH2:35][CH:34]([CH3:41])[CH2:33]1, predict the reaction product. The product is: [CH:38]([CH:37]1[CH2:36][CH2:35][CH:34]([CH3:41])[CH2:33][CH:32]1[O:31][P:30]1[O:1][C:2]2[C:7]([O:8][CH3:9])=[CH:6][C:5]([CH3:10])=[CH:4][C:3]=2[C:11]2[C:20]3[C:15]([CH:14]=[CH:13][C:12]=2[O:21]1)=[CH:16][CH:17]=[CH:18][CH:19]=3)([CH3:40])[CH3:39].